From a dataset of Full USPTO retrosynthesis dataset with 1.9M reactions from patents (1976-2016). Predict the reactants needed to synthesize the given product. (1) Given the product [Cl:14][C:15]1[N:20]=[CH:19][C:18]([C:21]([C:23]2[CH:24]=[CH:25][C:26]([OH:29])=[CH:27][CH:28]=2)=[C:10]([C:8]2[CH:7]=[CH:6][C:5]3[O:1][CH2:2][CH2:3][C:4]=3[CH:9]=2)[CH2:11][CH3:12])=[CH:17][CH:16]=1, predict the reactants needed to synthesize it. The reactants are: [O:1]1[C:5]2[CH:6]=[CH:7][C:8]([C:10](=O)[CH2:11][CH3:12])=[CH:9][C:4]=2[CH2:3][CH2:2]1.[Cl:14][C:15]1[N:20]=[CH:19][C:18]([C:21]([C:23]2[CH:28]=[CH:27][C:26]([O:29]C3CCCCO3)=[CH:25][CH:24]=2)=O)=[CH:17][CH:16]=1. (2) Given the product [CH2:1]([O:3][C:4]([C:6]1[N:7]([CH2:18][C:19]2[CH:24]=[CH:23][CH:22]=[CH:21][CH:20]=2)[C:8]([C:13]([O:15][CH2:16][CH3:17])=[O:14])=[C:9]2[O:12][CH2:25][CH2:26][O:11][C:10]=12)=[O:5])[CH3:2], predict the reactants needed to synthesize it. The reactants are: [CH2:1]([O:3][C:4]([C:6]1[N:7]([CH2:18][C:19]2[CH:24]=[CH:23][CH:22]=[CH:21][CH:20]=2)[C:8]([C:13]([O:15][CH2:16][CH3:17])=[O:14])=[C:9]([OH:12])[C:10]=1[OH:11])=[O:5])[CH3:2].[CH2:25](O)[CH2:26]O.